Dataset: Catalyst prediction with 721,799 reactions and 888 catalyst types from USPTO. Task: Predict which catalyst facilitates the given reaction. (1) Product: [N:21]1([CH2:27][C:13]2[CH:14]=[CH:15][C:7]3[NH:6][C:5]4[CH:4]=[CH:3][C:2]([C:16]([O:18][CH2:19][CH3:20])=[O:17])=[CH:1][C:11]=4[CH2:10][CH2:9][C:8]=3[CH:12]=2)[CH2:26][CH2:25][CH2:24][CH2:23][CH2:22]1. Reactant: [CH:1]1[C:11]2[CH2:10][CH2:9][C:8]3[CH:12]=[CH:13][CH:14]=[CH:15][C:7]=3[NH:6][C:5]=2[CH:4]=[CH:3][C:2]=1[C:16]([O:18][CH2:19][CH3:20])=[O:17].[NH:21]1[CH2:26][CH2:25][CH2:24][CH2:23][CH2:22]1.[CH2:27]=O. The catalyst class is: 845. (2) Reactant: [N:1]([C:4](=[CH:10][C:11]1[S:12][C:13]([Br:16])=[CH:14][CH:15]=1)[C:5]([O:7][CH2:8][CH3:9])=[O:6])=[N+]=[N-]. Product: [Br:16][C:13]1[S:12][C:11]2[CH:10]=[C:4]([C:5]([O:7][CH2:8][CH3:9])=[O:6])[NH:1][C:15]=2[CH:14]=1. The catalyst class is: 673.